This data is from Forward reaction prediction with 1.9M reactions from USPTO patents (1976-2016). The task is: Predict the product of the given reaction. Given the reactants [C:1]([C:4]1[CH:21]=[CH:20][C:7]([C:8]([NH:10][CH2:11][C:12]2[CH:17]=[CH:16][CH:15]=[C:14]([O:18][CH3:19])[CH:13]=2)=[O:9])=[CH:6][CH:5]=1)(=[O:3])[CH3:2].CO[CH:24](OC)[N:25]([CH3:27])[CH3:26], predict the reaction product. The product is: [CH3:24][N:25]([CH3:27])/[CH:26]=[CH:2]/[C:1]([C:4]1[CH:21]=[CH:20][C:7]([C:8]([NH:10][CH2:11][C:12]2[CH:17]=[CH:16][CH:15]=[C:14]([O:18][CH3:19])[CH:13]=2)=[O:9])=[CH:6][CH:5]=1)=[O:3].